From a dataset of Forward reaction prediction with 1.9M reactions from USPTO patents (1976-2016). Predict the product of the given reaction. (1) Given the reactants [O:1]([C:5]1[C:13]([CH3:14])=[CH:12][CH:11]=[CH:10][C:6]=1[C:7]([OH:9])=O)[C:2]([CH3:4])=[O:3].CN(C(ON1N=NC2C=CC=CC1=2)=[N+](C)C)C.F[P-](F)(F)(F)(F)F.[CH2:39]([O:41][C:42]([C:44]1([NH2:53])[CH2:52][C:51]2[C:46](=[CH:47][CH:48]=[CH:49][CH:50]=2)[CH2:45]1)=[O:43])[CH3:40].CCN(C(C)C)C(C)C, predict the reaction product. The product is: [CH2:39]([O:41][C:42]([C:44]1([NH:53][C:7](=[O:9])[C:6]2[CH:10]=[CH:11][CH:12]=[C:13]([CH3:14])[C:5]=2[O:1][C:2](=[O:3])[CH3:4])[CH2:52][C:51]2[C:46](=[CH:47][CH:48]=[CH:49][CH:50]=2)[CH2:45]1)=[O:43])[CH3:40]. (2) Given the reactants [F:1][C:2]([F:7])([F:6])[C:3]([OH:5])=[O:4].FC(F)(F)C(O)=O.[O:15]1[CH2:20][CH2:19][N:18]([C:21]2[CH:26]=[CH:25][C:24]([C:27]3[C:35]4[C:30](=[CH:31][CH:32]=[C:33]([NH2:36])[CH:34]=4)[NH:29][N:28]=3)=[CH:23][CH:22]=2)[CH2:17][CH2:16]1.[Cl:37][C:38]1[CH:43]=[CH:42][CH:41]=[CH:40][C:39]=1[N:44]=[C:45]=[O:46].CCN(C(C)C)C(C)C, predict the reaction product. The product is: [Cl:37][C:38]1[CH:43]=[CH:42][CH:41]=[CH:40][C:39]=1[NH:44][C:45]([NH:36][C:33]1[CH:34]=[C:35]2[C:30](=[CH:31][CH:32]=1)[NH:29][N:28]=[C:27]2[C:24]1[CH:25]=[CH:26][C:21]([N:18]2[CH2:19][CH2:20][O:15][CH2:16][CH2:17]2)=[CH:22][CH:23]=1)=[O:46].[C:3]([OH:5])([C:2]([F:7])([F:6])[F:1])=[O:4]. (3) Given the reactants [O:1]1[C:6]2[CH:7]=[CH:8][C:9]([C:11](=[O:17])[CH2:12][CH2:13][C:14]([OH:16])=[O:15])=[CH:10][C:5]=2[O:4][CH2:3][CH2:2]1.Cl.N[CH2:20][CH2:21][CH2:22][C:23]([O:25][CH3:26])=[O:24].CC[N:29]=C=NCCCN(C)C.Cl, predict the reaction product. The product is: [O:1]1[C:6]2[CH:7]=[CH:8][C:9]([C:11](=[O:17])[CH2:12][CH2:13][C:14]([OH:16])=[O:15])=[CH:10][C:5]=2[O:4][CH2:3][CH2:2]1.[CH3:26][O:25][C:23](=[O:24])[CH:22]([NH2:29])[CH2:21][CH3:20]. (4) Given the reactants ClC1C=CC(OC2C=CC(NC)=CN=2)=C(C)C=1.ClC1C=CC=CC=1C(Cl)=O.[Cl:28][C:29]1[CH:53]=[CH:52][CH:51]=[C:50](Cl)[C:30]=1[C:31]([N:33]([C:35]1[CH:36]=[N:37][C:38]([O:41][C:42]2[CH:47]=[CH:46][C:45]([Cl:48])=[CH:44][C:43]=2[CH3:49])=[CH:39][CH:40]=1)[CH3:34])=[O:32], predict the reaction product. The product is: [Cl:28][C:29]1[CH:53]=[CH:52][CH:51]=[CH:50][C:30]=1[C:31]([N:33]([C:35]1[CH:36]=[N:37][C:38]([O:41][C:42]2[CH:47]=[CH:46][C:45]([Cl:48])=[CH:44][C:43]=2[CH3:49])=[CH:39][CH:40]=1)[CH3:34])=[O:32]. (5) The product is: [Si:29]([O:10][CH:6]1[CH2:5][CH:4]([C:11]2[CH:16]=[CH:15][N:14]=[CH:13][C:12]=2[N+:17]([O-:19])=[O:18])[O:3][CH:2]([CH3:1])[C:7]1([CH3:9])[OH:8])([C:25]([CH3:28])([CH3:27])[CH3:26])([CH3:31])[CH3:30]. Given the reactants [CH3:1][CH:2]1[C:7]([CH3:9])([OH:8])[CH:6]([OH:10])[CH2:5][CH:4]([C:11]2[CH:16]=[CH:15][N:14]=[CH:13][C:12]=2[N+:17]([O-:19])=[O:18])[O:3]1.N1C=CN=C1.[C:25]([Si:29](Cl)([CH3:31])[CH3:30])([CH3:28])([CH3:27])[CH3:26].O, predict the reaction product. (6) Given the reactants [CH3:1][O:2][CH2:3][CH2:4][CH2:5][NH:6][C:7](=[O:13])[O:8][C:9]([CH3:12])([CH3:11])[CH3:10].[OH-].[K+].[CH3:16]I, predict the reaction product. The product is: [CH3:1][O:2][CH2:3][CH2:4][CH2:5][N:6]([CH3:16])[C:7](=[O:13])[O:8][C:9]([CH3:10])([CH3:12])[CH3:11]. (7) Given the reactants [C:1]([O:5][C:6]([N:8]1[CH:17]([C:18](C)=[CH2:19])[CH2:16][C:11]2([O:15][CH2:14][CH2:13][O:12]2)[CH2:10][CH:9]1[CH2:21]C)=[O:7])([CH3:4])([CH3:3])[CH3:2].[O:23]=O.CSC, predict the reaction product. The product is: [C:1]([O:5][C:6]([N:8]1[CH:9]([CH:21]=[O:23])[CH2:10][C:11]2([O:12][CH2:13][CH2:14][O:15]2)[CH2:16][CH:17]1[CH2:18][CH3:19])=[O:7])([CH3:3])([CH3:4])[CH3:2]. (8) Given the reactants [OH:1][C:2]([C:11]1[CH:12]=[C:13]([CH:15]=[CH:16][C:17]=1[O:18][C:19]1[CH:25]=[CH:24][C:22]([NH2:23])=[CH:21][C:20]=1[C:26]([C:32]([F:35])([F:34])[F:33])([OH:31])[C:27]([F:30])([F:29])[F:28])[NH2:14])([C:7]([F:10])([F:9])[F:8])[C:3]([F:6])([F:5])[F:4].OC([C:46]1[CH:47]=[C:48]([CH:50]=[CH:51][C:52]=1[O:53][C:54]1[CH:60]=[CH:59][C:57]([NH2:58])=[CH:56][CH:55]=1)[NH2:49])(C(F)(F)F)C(F)(F)F, predict the reaction product. The product is: [F:4][C:3]([F:6])([F:5])[C:2]([C:7]([F:10])([F:9])[F:8])=[O:1].[OH:31][C:26]([C:20]1[CH:21]=[C:22]([CH:24]=[CH:25][C:19]=1[O:18][C:17]1[CH:16]=[CH:15][C:13]([NH2:14])=[CH:12][C:11]=1[C:2]([C:3]([F:4])([F:5])[F:6])([OH:1])[C:7]([F:8])([F:9])[F:10])[NH2:23])([C:27]([F:30])([F:29])[F:28])[C:32]([F:35])([F:34])[F:33].[O:53]([C:54]1[CH:60]=[CH:59][C:57]([NH2:58])=[CH:56][CH:55]=1)[C:52]1[CH:46]=[CH:47][C:48]([NH2:49])=[CH:50][CH:51]=1. (9) Given the reactants [C:1]([O:5][C:6](=[O:15])[CH2:7][C@H:8]([CH2:12][CH:13]=[CH2:14])[C:9]([OH:11])=[O:10])([CH3:4])([CH3:3])[CH3:2].C(Cl)CCl.O[CH2:21][C@H:22]([NH:29][C:30](=[O:35])[CH2:31][CH2:32][CH:33]=[CH2:34])[C:23]1[CH:28]=[CH:27][CH:26]=[CH:25][CH:24]=1.CCN(C(C)C)C(C)C, predict the reaction product. The product is: [CH2:12]([C@@H:8]([CH2:7][C:6]([O:5][C:1]([CH3:4])([CH3:3])[CH3:2])=[O:15])[C:9]([O:11][CH2:21][C@H:22]([NH:29][C:30](=[O:35])[CH2:31][CH2:32][CH:33]=[CH2:34])[C:23]1[CH:28]=[CH:27][CH:26]=[CH:25][CH:24]=1)=[O:10])[CH:13]=[CH2:14]. (10) The product is: [Br:3][C:4]1[CH:5]=[CH:6][C:7]([CH2:8][CH:9]([CH2:18][C:19]2[CH:20]=[CH:21][C:22]([Br:25])=[CH:23][CH:24]=2)[C:15](=[O:17])[CH3:16])=[CH:26][CH:27]=1. Given the reactants [Li+].[Cl-].[Br:3][C:4]1[CH:27]=[CH:26][C:7]([CH2:8][C:9]([CH2:18][C:19]2[CH:24]=[CH:23][C:22]([Br:25])=[CH:21][CH:20]=2)([C:15](=[O:17])[CH3:16])C(OCC)=O)=[CH:6][CH:5]=1.O, predict the reaction product.